The task is: Regression. Given a peptide amino acid sequence and an MHC pseudo amino acid sequence, predict their binding affinity value. This is MHC class II binding data.. This data is from Peptide-MHC class II binding affinity with 134,281 pairs from IEDB. (1) The peptide sequence is NGCFKIYHKCDNACI. The MHC is DRB4_0101 with pseudo-sequence DRB4_0103. The binding affinity (normalized) is 0. (2) The peptide sequence is GELQIVDKIDAAFKG. The MHC is DRB1_0701 with pseudo-sequence DRB1_0701. The binding affinity (normalized) is 0.221. (3) The peptide sequence is NYNNRFVADWVIERI. The MHC is DRB1_0101 with pseudo-sequence DRB1_0101. The binding affinity (normalized) is 0.455. (4) The peptide sequence is DREVVANVIGLSGDS. The MHC is DRB4_0101 with pseudo-sequence DRB4_0103. The binding affinity (normalized) is 0.380. (5) The peptide sequence is ASLFLHLVGIPTHRH. The MHC is DRB1_0101 with pseudo-sequence DRB1_0101. The binding affinity (normalized) is 1.00. (6) The peptide sequence is YLEEHPSAGKDPKKT. The MHC is DRB1_0401 with pseudo-sequence DRB1_0401. The binding affinity (normalized) is 0.0606.